From a dataset of Full USPTO retrosynthesis dataset with 1.9M reactions from patents (1976-2016). Predict the reactants needed to synthesize the given product. (1) Given the product [N:33]1([C:31]([C:26]2[CH:27]=[CH:28][C:29]([O:22][C:20]3[CH:19]=[C:9]([CH:8]=[C:7]([O:6][CH:3]([CH2:2][F:1])[CH2:4][F:5])[CH:21]=3)[C:10]([NH:12][C:13]3[CH:17]=[CH:16][N:15]([CH3:18])[N:14]=3)=[O:11])=[C:24]([Cl:23])[CH:25]=2)=[O:32])[CH2:36][CH2:35][CH2:34]1, predict the reactants needed to synthesize it. The reactants are: [F:1][CH2:2][CH:3]([O:6][C:7]1[CH:8]=[C:9]([CH:19]=[C:20]([OH:22])[CH:21]=1)[C:10]([NH:12][C:13]1[CH:17]=[CH:16][N:15]([CH3:18])[N:14]=1)=[O:11])[CH2:4][F:5].[Cl:23][C:24]1[CH:25]=[C:26]([C:31]([N:33]2[CH2:36][CH2:35][CH2:34]2)=[O:32])[CH:27]=[CH:28][C:29]=1F.C(=O)([O-])[O-].[K+].[K+]. (2) Given the product [Cl:1][C:5]1[C:6]([NH2:10])=[C:7]([Cl:14])[N:8]=[C:3]([NH2:2])[N:4]=1, predict the reactants needed to synthesize it. The reactants are: [ClH:1].[NH2:2][C:3]1[N:8]=[C:7](O)[C:6]([NH2:10])=[C:5](O)[N:4]=1.P(Cl)(Cl)([Cl:14])=O. (3) Given the product [NH:3]([CH2:7][CH2:8][CH2:9][C@H:10]([NH:14][C:15]([C:17]1[S:18][CH:19]=[CH:20][C:21]=1[NH:22][S:23]([C:26]1[CH:31]=[CH:30][CH:29]=[C:28]([CH2:32][CH2:33][C:34]2[CH:35]=[N:36][CH:37]=[CH:38][CH:39]=2)[CH:27]=1)(=[O:25])=[O:24])=[O:16])[C:11]([OH:13])=[O:12])[C:4]([NH2:6])=[NH:5], predict the reactants needed to synthesize it. The reactants are: C#C.[NH:3]([CH2:7][CH2:8][CH2:9][CH:10]([NH:14][C:15]([C:17]1[S:18][CH:19]=[CH:20][C:21]=1[NH:22][S:23]([C:26]1[CH:31]=[CH:30][CH:29]=[C:28]([C:32]#[C:33][C:34]2[CH:35]=[N:36][CH:37]=[CH:38][CH:39]=2)[CH:27]=1)(=[O:25])=[O:24])=[O:16])[C:11]([OH:13])=[O:12])[C:4]([NH2:6])=[NH:5].[H][H]. (4) Given the product [CH3:9][O:8][C:5]1[CH:6]=[CH:7][C:2]([C:22]#[C:23][C:24]([OH:26])=[O:25])=[CH:3][CH:4]=1, predict the reactants needed to synthesize it. The reactants are: I[C:2]1[CH:7]=[CH:6][C:5]([O:8][CH3:9])=[CH:4][CH:3]=1.C([Si](C)(C)C)#C.C1(C)C=CC([C:22]#[C:23][C:24]([OH:26])=[O:25])=CC=1. (5) Given the product [CH3:1][O:2][C:3]([C:5]1[C:9]2[CH:10]=[CH:11][C:12]([OH:14])=[CH:13][C:8]=2[O:7][CH:6]=1)=[O:4], predict the reactants needed to synthesize it. The reactants are: [CH3:1][O:2][C:3]([C:5]1[C:9]2[CH:10]=[CH:11][C:12]([O:14][Si](C(C)(C)C)(C)C)=[CH:13][C:8]=2[O:7][CH:6]=1)=[O:4].Cl. (6) Given the product [Cl:1][C:2]1[CH:7]=[CH:6][C:5]([C:8]2[N:13]=[CH:12][N:11]3[C:14](=[O:17])[N:15]([CH2:19][C:20]4[CH:25]=[N:24][C:23]([C:26]([F:29])([F:27])[F:28])=[CH:22][CH:21]=4)[N:16]=[C:10]3[CH:9]=2)=[CH:4][CH:3]=1, predict the reactants needed to synthesize it. The reactants are: [Cl:1][C:2]1[CH:7]=[CH:6][C:5]([C:8]2[N:13]=[CH:12][N:11]3[C:14](=[O:17])[NH:15][N:16]=[C:10]3[CH:9]=2)=[CH:4][CH:3]=1.Cl[CH2:19][C:20]1[CH:21]=[CH:22][C:23]([C:26]([F:29])([F:28])[F:27])=[N:24][CH:25]=1.C([O-])([O-])=O.[K+].[K+].O. (7) Given the product [C:12]([O:11][C:9](=[O:10])[CH2:20][C:19]1[CH:40]=[CH:41][CH:42]=[CH:43][C:18]=1[OH:17])([CH3:13])([CH3:14])[CH3:15], predict the reactants needed to synthesize it. The reactants are: [C:9](O[C:9]([O:11][C:12]([CH3:15])([CH3:14])[CH3:13])=[O:10])([O:11][C:12]([CH3:15])([CH3:14])[CH3:13])=[O:10].[Br-].[OH:17][C:18]1[CH:43]=[CH:42][CH:41]=[CH:40][C:19]=1[CH2:20][P+](C1C=CC=CC=1)(C1C=CC=CC=1)C1C=CC=CC=1.C(N(CC)CC)C. (8) The reactants are: [Cl:1][C:2]1[CH:11]=[C:10]2[C:5]([C:6]([O:12][CH2:13][C@@H:14]3[CH2:16][O:15]3)=[CH:7][CH:8]=[N:9]2)=[CH:4][CH:3]=1.[CH:17]1[C:29]2[CH2:28][C:27]3[C:22](=[CH:23][CH:24]=[CH:25][CH:26]=3)[C:21]=2[CH:20]=[CH:19][C:18]=1[N:30]1[CH2:37][C@H:36]2[NH:38][CH2:39][C@@H:31]1[CH2:32][CH:33]=[CH:34][CH2:35]2.CCN(C(C)C)C(C)C. Given the product [Cl:1][C:2]1[CH:11]=[C:10]2[C:5]([C:6]([O:12][CH2:13][C@@H:14]([OH:15])[CH2:16][N:38]3[CH2:39][CH:31]4[N:30]([C:18]5[CH:19]=[CH:20][C:21]6[C:22]7[C:27](=[CH:26][CH:25]=[CH:24][CH:23]=7)[CH2:28][C:29]=6[CH:17]=5)[CH2:37][CH:36]3[CH2:35][CH:34]=[CH:33][CH2:32]4)=[CH:7][CH:8]=[N:9]2)=[CH:4][CH:3]=1, predict the reactants needed to synthesize it.